This data is from Full USPTO retrosynthesis dataset with 1.9M reactions from patents (1976-2016). The task is: Predict the reactants needed to synthesize the given product. Given the product [F:6][C:7]([F:19])([F:20])[C:8]1[CH:9]=[C:10]([NH:11][C:23]([C:25]2([CH:39]3[CH2:40][CH2:41][CH2:42]3)[CH2:29][C:28](=[O:30])[N:27]([C:31]3[C:36]([CH3:37])=[CH:35][CH:34]=[CH:33][C:32]=3[CH3:38])[CH2:26]2)=[O:22])[CH:12]=[C:13]([C:15]([F:16])([F:17])[F:18])[CH:14]=1, predict the reactants needed to synthesize it. The reactants are: [Li]CCCC.[F:6][C:7]([F:20])([F:19])[C:8]1[CH:9]=[C:10]([CH:12]=[C:13]([C:15]([F:18])([F:17])[F:16])[CH:14]=1)[NH2:11].C[O:22][C:23]([C:25]1([CH:39]2[CH2:42][CH2:41][CH2:40]2)[CH2:29][C:28](=[O:30])[N:27]([C:31]2[C:36]([CH3:37])=[CH:35][CH:34]=[CH:33][C:32]=2[CH3:38])[CH2:26]1)=O.[NH4+].[Cl-].